Dataset: Forward reaction prediction with 1.9M reactions from USPTO patents (1976-2016). Task: Predict the product of the given reaction. (1) Given the reactants O1CCCC1.[CH3:6][N:7]1[C@@H:11]([CH3:12])[C@@H:10]([C:13]2[CH:18]=[CH:17][CH:16]=[CH:15][CH:14]=2)[N:9]([C:19](=[O:36])[CH2:20][CH2:21][CH2:22][C:23]([F:35])([F:34])[C:24]([F:33])([F:32])[C:25]([F:31])([F:30])[C:26]([F:29])([F:28])[F:27])[C:8]1=[O:37].C[Si]([N-][Si](C)(C)C)(C)C.[Li+].Br[CH2:49][CH2:50][CH2:51][CH2:52][CH2:53][CH2:54][CH:55]=[CH2:56], predict the reaction product. The product is: [CH3:6][N:7]1[C@@H:11]([CH3:12])[CH:10]([C:13]2[CH:18]=[CH:17][CH:16]=[CH:15][CH:14]=2)[N:9]([C:19](=[O:36])[C@@H:20]([CH2:21][CH2:22][C:23]([F:35])([F:34])[C:24]([F:33])([F:32])[C:25]([F:30])([F:31])[C:26]([F:27])([F:28])[F:29])[CH2:56][CH2:55][CH2:54][CH2:53][CH2:52][CH2:51][CH:50]=[CH2:49])[C:8]1=[O:37]. (2) Given the reactants [CH3:1][O:2][CH2:3][C:4]1([CH3:14])[C:9](=[O:10])[CH2:8][C:7](=[O:11])[C:6]([CH3:13])([CH3:12])[O:5]1.C(Cl)(Cl)Cl.C1(C)C=CC=CC=1.C([O-])(=O)C.C([O-])(=O)C.C([O-])(=O)C.[Cl:38][C:39]1[CH:44]=[CH:43][C:42]([C:45]2[CH:50]=[CH:49][C:48]([CH2:51][CH3:52])=[C:47]([Pb+3])[CH:46]=2)=[CH:41][CH:40]=1, predict the reaction product. The product is: [Cl:38][C:39]1[CH:40]=[CH:41][C:42]([C:45]2[CH:50]=[CH:49][C:48]([CH2:51][CH3:52])=[C:47]([CH:8]3[C:7](=[O:11])[C:6]([CH3:13])([CH3:12])[O:5][C:4]([CH2:3][O:2][CH3:1])([CH3:14])[C:9]3=[O:10])[CH:46]=2)=[CH:43][CH:44]=1. (3) The product is: [F:32][C:17]1[C:16]([C:9]2[N:10]=[C:11]([CH:13]([CH3:15])[CH3:14])[S:12][C:8]=2[C:6]2[CH:5]=[CH:4][N:3]=[C:2]([NH:37][CH2:33][CH:34]([CH3:36])[CH3:35])[N:7]=2)=[CH:21][CH:20]=[CH:19][C:18]=1[NH:22][S:23]([C:26]1[CH:27]=[N:28][CH:29]=[CH:30][CH:31]=1)(=[O:25])=[O:24]. Given the reactants Cl[C:2]1[N:7]=[C:6]([C:8]2[S:12][C:11]([CH:13]([CH3:15])[CH3:14])=[N:10][C:9]=2[C:16]2[C:17]([F:32])=[C:18]([NH:22][S:23]([C:26]3[CH:27]=[N:28][CH:29]=[CH:30][CH:31]=3)(=[O:25])=[O:24])[CH:19]=[CH:20][CH:21]=2)[CH:5]=[CH:4][N:3]=1.[CH2:33]([NH2:37])[CH:34]([CH3:36])[CH3:35], predict the reaction product.